Task: Predict the reactants needed to synthesize the given product.. Dataset: Full USPTO retrosynthesis dataset with 1.9M reactions from patents (1976-2016) Given the product [F:1][C:2]1[CH:15]=[CH:14][C:13]([CH3:16])=[CH:12][C:3]=1[NH:4][C:5]1[CH:10]=[CH:9][N:8]=[C:7]([NH:35][C:34]2[CH:36]=[CH:37][C:31]([O:30][CH2:29][CH2:28][CH2:27][N:24]3[CH2:23][CH2:22][O:21][CH2:26][CH2:25]3)=[CH:32][CH:33]=2)[N:6]=1, predict the reactants needed to synthesize it. The reactants are: [F:1][C:2]1[CH:15]=[CH:14][C:13]([CH3:16])=[CH:12][C:3]=1[NH:4][C:5]1[CH:10]=[CH:9][N:8]=[C:7](Cl)[N:6]=1.Br.C(Cl)Cl.[O:21]1[CH2:26][CH2:25][N:24]([CH2:27][CH2:28][CH2:29][O:30][C:31]2[CH:37]=[CH:36][C:34]([NH2:35])=[CH:33][CH:32]=2)[CH2:23][CH2:22]1.